From a dataset of Merck oncology drug combination screen with 23,052 pairs across 39 cell lines. Regression. Given two drug SMILES strings and cell line genomic features, predict the synergy score measuring deviation from expected non-interaction effect. (1) Drug 1: N#Cc1ccc(Cn2cncc2CN2CCN(c3cccc(Cl)c3)C(=O)C2)cc1. Drug 2: CCN(CC)CCNC(=O)c1c(C)[nH]c(C=C2C(=O)Nc3ccc(F)cc32)c1C. Cell line: OCUBM. Synergy scores: synergy=8.62. (2) Drug 1: COc1cccc2c1C(=O)c1c(O)c3c(c(O)c1C2=O)CC(O)(C(=O)CO)CC3OC1CC(N)C(O)C(C)O1. Drug 2: Cn1nnc2c(C(N)=O)ncn2c1=O. Cell line: EFM192B. Synergy scores: synergy=13.5. (3) Drug 1: CS(=O)(=O)CCNCc1ccc(-c2ccc3ncnc(Nc4ccc(OCc5cccc(F)c5)c(Cl)c4)c3c2)o1. Drug 2: CCC1(O)C(=O)OCc2c1cc1n(c2=O)Cc2cc3c(CN(C)C)c(O)ccc3nc2-1. Cell line: A427. Synergy scores: synergy=2.65. (4) Drug 1: CCN(CC)CCNC(=O)c1c(C)[nH]c(C=C2C(=O)Nc3ccc(F)cc32)c1C. Drug 2: Cn1cc(-c2cnn3c(N)c(Br)c(C4CCCNC4)nc23)cn1. Cell line: T47D. Synergy scores: synergy=13.1. (5) Synergy scores: synergy=15.1. Drug 2: Cn1nnc2c(C(N)=O)ncn2c1=O. Drug 1: COC12C(COC(N)=O)C3=C(C(=O)C(C)=C(N)C3=O)N1CC1NC12. Cell line: UWB1289. (6) Drug 1: CC(=O)OC1C(=O)C2(C)C(O)CC3OCC3(OC(C)=O)C2C(OC(=O)c2ccccc2)C2(O)CC(OC(=O)C(O)C(NC(=O)c3ccccc3)c3ccccc3)C(C)=C1C2(C)C. Drug 2: COC1CC2CCC(C)C(O)(O2)C(=O)C(=O)N2CCCCC2C(=O)OC(C(C)CC2CCC(OP(C)(C)=O)C(OC)C2)CC(=O)C(C)C=C(C)C(O)C(OC)C(=O)C(C)CC(C)C=CC=CC=C1C. Cell line: NCIH520. Synergy scores: synergy=26.0.